Dataset: Peptide-MHC class I binding affinity with 185,985 pairs from IEDB/IMGT. Task: Regression. Given a peptide amino acid sequence and an MHC pseudo amino acid sequence, predict their binding affinity value. This is MHC class I binding data. (1) The peptide sequence is YEEAGRGSM. The MHC is HLA-A01:01 with pseudo-sequence HLA-A01:01. The binding affinity (normalized) is 0.213. (2) The peptide sequence is YYKDDISYF. The MHC is HLA-A02:06 with pseudo-sequence HLA-A02:06. The binding affinity (normalized) is 0.0847.